The task is: Regression. Given two drug SMILES strings and cell line genomic features, predict the synergy score measuring deviation from expected non-interaction effect.. This data is from NCI-60 drug combinations with 297,098 pairs across 59 cell lines. Drug 1: C(=O)(N)NO. Drug 2: C1=NC2=C(N1)C(=S)N=CN2. Cell line: UACC62. Synergy scores: CSS=23.9, Synergy_ZIP=-0.683, Synergy_Bliss=-0.794, Synergy_Loewe=-35.6, Synergy_HSA=-1.40.